Dataset: M1 muscarinic receptor antagonist screen with 61,756 compounds. Task: Binary Classification. Given a drug SMILES string, predict its activity (active/inactive) in a high-throughput screening assay against a specified biological target. (1) The compound is OC(=O)c1cc(c2nn(nn2)Cc2c(cccc2)C)ccc1. The result is 0 (inactive). (2) The result is 0 (inactive). The drug is FC(F)(F)C1n2[nH]c(C(=O)NCC34CC5CC(C3)CC(C4)C5)cc2=NC(C1)c1occc1. (3) The drug is O(c1ccc(cc1)C(=O)Nc1noc(c1)C)CC. The result is 0 (inactive). (4) The compound is O1C(CCC1)Cn1c(=O)c2C(c3cc4OCOc4c(OC)c3)C(=C(Oc2cc1C)N)C#N. The result is 0 (inactive). (5) The drug is o1c2c(cc1C(=O)COC(=O)C(NC(=O)COc1ccccc1)C)cccc2. The result is 0 (inactive). (6) The drug is Clc1ccc(S(=O)(=O)N(Cc2onc(n2)c2ncccc2)C)cc1. The result is 0 (inactive).